From a dataset of Catalyst prediction with 721,799 reactions and 888 catalyst types from USPTO. Predict which catalyst facilitates the given reaction. (1) Reactant: [OH:1][CH2:2][CH2:3][N:4]1[C:10]2[N:11]=[CH:12][CH:13]=[CH:14][C:9]=2[C:8]2[CH:15]=[CH:16][CH:17]=[CH:18][C:7]=2[CH:6]([NH:19][C:20](=[O:31])[C@@H:21]([NH:23]C(=O)OC(C)(C)C)[CH3:22])[C:5]1=[O:32].Cl. Product: [NH2:23][C@@H:21]([CH3:22])[C:20]([NH:19][C@H:6]1[C:7]2[CH:18]=[CH:17][CH:16]=[CH:15][C:8]=2[C:9]2[CH:14]=[CH:13][CH:12]=[N:11][C:10]=2[N:4]([CH2:3][CH2:2][OH:1])[C:5]1=[O:32])=[O:31]. The catalyst class is: 10. (2) Reactant: [Cl:1][C:2]1[CH:8]=[C:7]([Cl:9])[CH:6]=[CH:5][C:3]=1[NH2:4].CC(C)([O-])C.[K+].[C:16]([C:18]1[CH:23]=[CH:22][C:21](F)=[CH:20][N:19]=1)#[N:17]. Product: [Cl:1][C:2]1[CH:8]=[C:7]([Cl:9])[CH:6]=[CH:5][C:3]=1[NH:4][C:21]1[CH:22]=[CH:23][C:18]([C:16]#[N:17])=[N:19][CH:20]=1. The catalyst class is: 633. (3) Reactant: Br[C:2]1[O:6][C:5]([CH:7]=[C:8]2[C:16]3[C:11](=[CH:12][CH:13]=[C:14]([Cl:17])[CH:15]=3)[NH:10][C:9]2=[O:18])=[CH:4][CH:3]=1.C([O-])([O-])=O.[Cs+].[Cs+].CC1(C)C(C)(C)OB([C:33]2[CH:48]=[CH:47][C:36]([O:37][CH2:38][CH2:39][CH2:40][N:41]3[CH2:46][CH2:45][O:44][CH2:43][CH2:42]3)=[CH:35][CH:34]=2)O1. Product: [Cl:17][C:14]1[CH:15]=[C:16]2[C:11](=[CH:12][CH:13]=1)[NH:10][C:9](=[O:18])[C:8]2=[CH:7][C:5]1[O:6][C:2]([C:33]2[CH:48]=[CH:47][C:36]([O:37][CH2:38][CH2:39][CH2:40][N:41]3[CH2:42][CH2:43][O:44][CH2:45][CH2:46]3)=[CH:35][CH:34]=2)=[CH:3][CH:4]=1. The catalyst class is: 38. (4) The catalyst class is: 3. Reactant: [OH:1][C:2]1[CH:3]=[CH:4][C:5]([CH3:8])=[N:6][CH:7]=1.F[C:10]1[CH:15]=[CH:14][C:13]([N+:16]([O-:18])=[O:17])=[CH:12][CH:11]=1.C([O-])([O-])=O.[K+].[K+].O. Product: [CH3:8][C:5]1[N:6]=[CH:7][C:2]([O:1][C:10]2[CH:15]=[CH:14][C:13]([N+:16]([O-:18])=[O:17])=[CH:12][CH:11]=2)=[CH:3][CH:4]=1.